This data is from Reaction yield outcomes from USPTO patents with 853,638 reactions. The task is: Predict the reaction yield, written as a fraction of the theoretical maximum amount of product (1.0 means a 100% yield; for example, 0.34 means a 34% yield). (1) The reactants are [CH:1]1([C:4]2[N:5]=[CH:6][N:7]([C:9]3[C:14](F)=[CH:13][N:12]=[C:11]([C:16]([NH:18][C:19]4[N:20]=[C:21]([C:24]5[N:28]([CH:29]6[CH2:31][CH2:30]6)[CH:27]=[N:26][N:25]=5)[S:22][CH:23]=4)=[O:17])[CH:10]=3)[CH:8]=2)[CH2:3][CH2:2]1.C([O-])([O-])=O.[K+].[K+].[NH:38]1[CH2:43][CH2:42][O:41][CH2:40][CH2:39]1. The catalyst is CN(C=O)C. The product is [CH:1]1([C:4]2[N:5]=[CH:6][N:7]([C:9]3[C:14]([N:38]4[CH2:43][CH2:42][O:41][CH2:40][CH2:39]4)=[CH:13][N:12]=[C:11]([C:16]([NH:18][C:19]4[N:20]=[C:21]([C:24]5[N:28]([CH:29]6[CH2:31][CH2:30]6)[CH:27]=[N:26][N:25]=5)[S:22][CH:23]=4)=[O:17])[CH:10]=3)[CH:8]=2)[CH2:3][CH2:2]1. The yield is 0.750. (2) The reactants are [H-].[Na+].[CH:3]([O:6][C:7]1[CH:12]=[CH:11][CH:10]=[CH:9][C:8]=1[C:13]1[N:14]=[CH:15][NH:16][CH:17]=1)([CH3:5])[CH3:4].[CH3:18][O:19][C:20](=[O:29])[CH2:21][CH2:22][CH2:23][CH2:24][CH2:25][CH2:26][CH2:27]Br. The catalyst is C1COCC1.[I-].C([N+](CCCC)(CCCC)CCCC)CCC.O. The product is [CH3:18][O:19][C:20](=[O:29])[CH2:21][CH2:22][CH2:23][CH2:24][CH2:25][CH2:26][CH2:27][N:16]1[CH:17]=[C:13]([C:8]2[CH:9]=[CH:10][CH:11]=[CH:12][C:7]=2[O:6][CH:3]([CH3:5])[CH3:4])[N:14]=[CH:15]1. The yield is 0.570. (3) The reactants are [NH2:1][C@H:2]([C:7]([NH2:9])=[O:8])[CH2:3][CH:4]([CH3:6])[CH3:5].[CH2:10]1[CH2:16][S:13](=[O:15])(=[O:14])[O:12][CH2:11]1. The catalyst is O1CCCC1. The product is [NH2:9][C:7]([C@@H:2]([NH:1][CH2:11][CH2:10][CH2:16][S:13]([OH:15])(=[O:14])=[O:12])[CH2:3][CH:4]([CH3:6])[CH3:5])=[O:8]. The yield is 0.530. (4) The reactants are [CH3:1][C:2]1([CH3:22])[CH2:10][C:9]2[NH:8][N:7]=[C:6]([C:11]3[NH:12][C:13]4[C:18]([CH:19]=3)=[CH:17][CH:16]=[C:15]([NH:20][CH3:21])[CH:14]=4)[C:5]=2[CH2:4][CH2:3]1.[N:23]1([C@@H:29]([CH3:33])[C:30]([OH:32])=O)[CH2:28][CH2:27][O:26][CH2:25][CH2:24]1.Cl.C(N=C=NCCCN(C)C)C.C(Cl)(Cl)Cl. The catalyst is N1C=CC=CC=1.O. The product is [CH3:1][C:2]1([CH3:22])[CH2:10][C:9]2[NH:8][N:7]=[C:6]([C:11]3[NH:12][C:13]4[C:18]([CH:19]=3)=[CH:17][CH:16]=[C:15]([N:20]([CH3:21])[C:30](=[O:32])[C@@H:29]([N:23]3[CH2:24][CH2:25][O:26][CH2:27][CH2:28]3)[CH3:33])[CH:14]=4)[C:5]=2[CH2:4][CH2:3]1. The yield is 0.780. (5) The reactants are [C:1]([O:5][CH2:6][CH3:7])(=[O:4])[CH:2]=[CH2:3].B(F)(F)F.CCOCC.[CH:17]1[CH2:21][CH:20]=[CH:19][CH:18]=1.C1C2C3C=CC(C2C=C1)C3.S(=O)(=O)(O)O. The catalyst is C1(C)C=CC=CC=1. The product is [CH3:3][CH:2]([C:1]([O:5][CH2:6][CH3:7])=[O:4])[CH2:20][CH2:21][CH:17]=[CH:18][CH3:19]. The yield is 0.900. (6) The reactants are Br[C:2]1[S:3][C:4]([C:7]2[NH:8][C:9]3[CH:15]=[C:14]([Cl:16])[C:13]([Cl:17])=[CH:12][C:10]=3[N:11]=2)=[CH:5][CH:6]=1.[Na].C([Li])CCC.CN(C)[CH:26]=[O:27]. The catalyst is O1CCCC1.O. The product is [CH:26]([C:2]1[S:3][C:4]([C:7]2[NH:8][C:9]3[CH:15]=[C:14]([Cl:16])[C:13]([Cl:17])=[CH:12][C:10]=3[N:11]=2)=[CH:5][CH:6]=1)=[O:27]. The yield is 0.420.